From a dataset of Reaction yield outcomes from USPTO patents with 853,638 reactions. Predict the reaction yield, written as a fraction of the theoretical maximum amount of product (1.0 means a 100% yield; for example, 0.34 means a 34% yield). The reactants are C(O[BH-](OC(=O)C)OC(=O)C)(=O)C.[Na+].[NH2:15][C@@H:16]([CH2:24][CH3:25])[C:17]([N:19]1[CH2:23][CH2:22][CH2:21][CH2:20]1)=[O:18].[CH:26]([C:28]1[CH:33]=[CH:32][N:31]=[C:30]2[N:34]([C:41]([O:43][C:44]([CH3:47])([CH3:46])[CH3:45])=[O:42])[CH:35]=[C:36]([C:37]([O:39][CH3:40])=[O:38])[C:29]=12)=O. The catalyst is ClCCCl.C(O)(=O)C. The product is [O:18]=[C:17]([N:19]1[CH2:23][CH2:22][CH2:21][CH2:20]1)[C@@H:16]([NH:15][CH2:26][C:28]1[CH:33]=[CH:32][N:31]=[C:30]2[N:34]([C:41]([O:43][C:44]([CH3:47])([CH3:46])[CH3:45])=[O:42])[CH:35]=[C:36]([C:37]([O:39][CH3:40])=[O:38])[C:29]=12)[CH2:24][CH3:25]. The yield is 0.284.